This data is from Forward reaction prediction with 1.9M reactions from USPTO patents (1976-2016). The task is: Predict the product of the given reaction. (1) Given the reactants [CH2:1]([N:3]([CH2:11][C:12]1[CH:13]=[N:14][CH:15]=[C:16]([C:19]2[CH:20]=[C:21]3[C:25](=[CH:26][CH:27]=2)[N:24]([CH:28]2[CH2:33][CH2:32][CH2:31][CH2:30][O:29]2)[N:23]=[C:22]3[C:34]2[NH:35][C:36]([C:39]([NH:41][CH2:42][C:43]3[CH:44]=N[CH:46]=[CH:47][CH:48]=3)=[O:40])=[CH:37][N:38]=2)[C:17]=1[CH3:18])[C:4](=[O:10])[O:5][C:6]([CH3:9])([CH3:8])[CH3:7])[CH3:2].[C:49](OC(N(CC1C(C)=C(C2C=C3C(=CC=2)N(C2CCCCO2)N=C3C2NC(C(O)=O)=CN=2)C=NC=1)CC)=O)(C)(C)[CH3:50].[CH3:90]CN(CC)CC.N[C@H]1C2C(=CC=CC=2)CC1.CN(C(ON1N=NC2C=CC=NC1=2)=[N+](C)C)C.F[P-](F)(F)(F)(F)F, predict the reaction product. The product is: [C@H:42]1([NH:41][C:39]([C:36]2[NH:35][C:34]([C:22]3[C:21]4[C:25](=[CH:26][CH:27]=[C:19]([C:16]5[C:17]([CH3:18])=[C:12]([CH2:11][N:3]([CH2:1][CH3:2])[C:4](=[O:10])[O:5][C:6]([CH3:9])([CH3:7])[CH3:8])[CH:13]=[N:14][CH:15]=5)[CH:20]=4)[N:24]([CH:28]4[CH2:33][CH2:32][CH2:31][CH2:30][O:29]4)[N:23]=3)=[N:38][CH:37]=2)=[O:40])[C:43]2[C:48](=[CH:47][CH:46]=[CH:90][CH:44]=2)[CH2:50][CH2:49]1. (2) Given the reactants [CH3:1][O:2][C:3](=[O:11])[C:4]1[CH:9]=[CH:8][CH:7]=[C:6]([OH:10])[CH:5]=1.C(=O)([O-])[O-].[K+].[K+].[CH2:18](Br)[CH:19]=[CH2:20].C(OCC)(=O)C, predict the reaction product. The product is: [CH2:20]([O:10][C:6]1[CH:5]=[C:4]([CH:9]=[CH:8][CH:7]=1)[C:3]([O:2][CH3:1])=[O:11])[CH:19]=[CH2:18].